The task is: Regression. Given a peptide amino acid sequence and an MHC pseudo amino acid sequence, predict their binding affinity value. This is MHC class I binding data.. This data is from Peptide-MHC class I binding affinity with 185,985 pairs from IEDB/IMGT. (1) The peptide sequence is IVTDFSVIK. The MHC is HLA-B45:01 with pseudo-sequence HLA-B45:01. The binding affinity (normalized) is 0. (2) The peptide sequence is LPHQPLATY. The MHC is HLA-A03:01 with pseudo-sequence HLA-A03:01. The binding affinity (normalized) is 0.0847. (3) The peptide sequence is GMIPFFDFA. The MHC is HLA-A02:01 with pseudo-sequence HLA-A02:01. The binding affinity (normalized) is 1.00. (4) The peptide sequence is SDRVMVSPL. The MHC is Mamu-A11 with pseudo-sequence Mamu-A11. The binding affinity (normalized) is 0.673. (5) The peptide sequence is GLIIPPLGI. The MHC is HLA-A02:02 with pseudo-sequence HLA-A02:02. The binding affinity (normalized) is 0.461. (6) The peptide sequence is EISTNIRQA. The MHC is HLA-A68:02 with pseudo-sequence HLA-A68:02. The binding affinity (normalized) is 0.364. (7) The peptide sequence is LILALLAIV. The MHC is HLA-A01:01 with pseudo-sequence HLA-A01:01. The binding affinity (normalized) is 0. (8) The peptide sequence is ALAYYNNSK. The MHC is HLA-A68:01 with pseudo-sequence HLA-A68:01. The binding affinity (normalized) is 0.379. (9) The peptide sequence is LSDENYLLK. The MHC is HLA-A68:01 with pseudo-sequence HLA-A68:01. The binding affinity (normalized) is 0.121.